This data is from NCI-60 drug combinations with 297,098 pairs across 59 cell lines. The task is: Regression. Given two drug SMILES strings and cell line genomic features, predict the synergy score measuring deviation from expected non-interaction effect. (1) Drug 1: CC(C1=C(C=CC(=C1Cl)F)Cl)OC2=C(N=CC(=C2)C3=CN(N=C3)C4CCNCC4)N. Drug 2: C1CNP(=O)(OC1)N(CCCl)CCCl. Cell line: MDA-MB-435. Synergy scores: CSS=18.9, Synergy_ZIP=-3.99, Synergy_Bliss=-0.872, Synergy_Loewe=-18.6, Synergy_HSA=-3.82. (2) Drug 1: CC(C1=C(C=CC(=C1Cl)F)Cl)OC2=C(N=CC(=C2)C3=CN(N=C3)C4CCNCC4)N. Drug 2: CCC(=C(C1=CC=CC=C1)C2=CC=C(C=C2)OCCN(C)C)C3=CC=CC=C3.C(C(=O)O)C(CC(=O)O)(C(=O)O)O. Cell line: NCI-H522. Synergy scores: CSS=2.91, Synergy_ZIP=-0.635, Synergy_Bliss=-0.393, Synergy_Loewe=-2.10, Synergy_HSA=-1.50. (3) Drug 1: COC1=CC(=CC(=C1O)OC)C2C3C(COC3=O)C(C4=CC5=C(C=C24)OCO5)OC6C(C(C7C(O6)COC(O7)C8=CC=CS8)O)O. Drug 2: CNC(=O)C1=NC=CC(=C1)OC2=CC=C(C=C2)NC(=O)NC3=CC(=C(C=C3)Cl)C(F)(F)F. Cell line: KM12. Synergy scores: CSS=64.7, Synergy_ZIP=-6.56, Synergy_Bliss=-2.86, Synergy_Loewe=-0.00293, Synergy_HSA=1.67.